Dataset: Catalyst prediction with 721,799 reactions and 888 catalyst types from USPTO. Task: Predict which catalyst facilitates the given reaction. Reactant: [CH2:1]([O:8][C:9]([NH:11][CH:12]([CH:17]([S:24][CH2:25][CH2:26][NH:27]C(OC(C)(C)C)=O)[C:18]1[CH:23]=[CH:22][CH:21]=[CH:20][CH:19]=1)[C:13]([O:15][CH3:16])=[O:14])=[O:10])[C:2]1[CH:7]=[CH:6][CH:5]=[CH:4][CH:3]=1.CO.C(Cl)(=O)C.CCOCC. Product: [NH2:27][CH2:26][CH2:25][S:24][CH:17]([C:18]1[CH:23]=[CH:22][CH:21]=[CH:20][CH:19]=1)[CH:12]([NH:11][C:9]([O:8][CH2:1][C:2]1[CH:7]=[CH:6][CH:5]=[CH:4][CH:3]=1)=[O:10])[C:13]([O:15][CH3:16])=[O:14]. The catalyst class is: 13.